Task: Predict the reaction yield, written as a fraction of the theoretical maximum amount of product (1.0 means a 100% yield; for example, 0.34 means a 34% yield).. Dataset: Reaction yield outcomes from USPTO patents with 853,638 reactions (1) The reactants are C(OC(=O)[NH:7][C:8]1[CH:13]=[CH:12][CH:11]=[CH:10][C:9]=1[C:14]1[CH:19]=[C:18]([NH:20][N:21]=[C:22]([C:24]2[CH:29]=[CH:28][C:27]([N:30]([CH3:32])[CH3:31])=[CH:26][CH:25]=2)[CH3:23])[N:17]=[C:16]([CH3:33])[N:15]=1)(C)(C)C. The catalyst is FC(F)(F)C(O)=O.ClCCl. The product is [NH2:7][C:8]1[CH:13]=[CH:12][CH:11]=[CH:10][C:9]=1[C:14]1[N:15]=[C:16]([CH3:33])[N:17]=[C:18]([NH:20][N:21]=[C:22]([C:24]2[CH:25]=[CH:26][C:27]([N:30]([CH3:32])[CH3:31])=[CH:28][CH:29]=2)[CH3:23])[CH:19]=1. The yield is 0.600. (2) The reactants are [CH2:1]([O:3][C:4]([C:6]1[N:7]=[C:8](Br)[O:9][CH:10]=1)=[O:5])[CH3:2].[C:12]([CH:14]1[CH2:16][CH2:15]1)#[CH:13].C(N(CC)CC)C. The catalyst is C1(C)C=CC=CC=1.Cl[Pd](Cl)([P](C1C=CC=CC=1)(C1C=CC=CC=1)C1C=CC=CC=1)[P](C1C=CC=CC=1)(C1C=CC=CC=1)C1C=CC=CC=1.[Cu]I. The product is [CH:14]1([C:12]#[C:13][C:8]2[O:9][CH:10]=[C:6]([C:4]([O:3][CH2:1][CH3:2])=[O:5])[N:7]=2)[CH2:16][CH2:15]1. The yield is 0.500. (3) The reactants are C([Li])(C)(C)C.[CH3:6][CH2:7][CH2:8][CH2:9][CH3:10].[F:11][C:12]1C=C[C:15]([NH:18][C:19](=[O:25])[O:20][C:21]([CH3:24])([CH3:23])[CH3:22])=[CH:14][CH:13]=1.ClCCCI. The catalyst is C1COCC1. The product is [C:21]([O:20][C:19]([N:18]1[C:15]2[C:9](=[CH:10][C:12]([F:11])=[CH:13][CH:14]=2)[CH2:8][CH2:7][CH2:6]1)=[O:25])([CH3:24])([CH3:22])[CH3:23]. The yield is 0.480.